Task: Predict the reactants needed to synthesize the given product.. Dataset: Full USPTO retrosynthesis dataset with 1.9M reactions from patents (1976-2016) (1) The reactants are: [CH2:1]([O:8][CH:9]([CH3:14])[CH2:10][CH2:11][CH2:12][OH:13])[C:2]1[CH:7]=[CH:6][CH:5]=[CH:4][CH:3]=1.CC(C)=[O:17].OS(O)(=O)=O.O=[Cr](=O)=O.S([O-])([O-])=O.[Na+].[Na+]. Given the product [CH2:1]([O:8][CH:9]([CH3:14])[CH2:10][CH2:11][C:12]([OH:17])=[O:13])[C:2]1[CH:7]=[CH:6][CH:5]=[CH:4][CH:3]=1, predict the reactants needed to synthesize it. (2) Given the product [C:1]([C:4]1[C:8]([Cl:9])=[C:7]([C:10]([OH:12])=[O:11])[NH:6][N:5]=1)(=[O:3])[CH3:2], predict the reactants needed to synthesize it. The reactants are: [C:1]([C:4]1[C:8]([Cl:9])=[C:7]([C:10]([O:12]C)=[O:11])[NH:6][N:5]=1)(=[O:3])[CH3:2].[OH-].[Li+].S(=O)(=O)(O)[O-].[K+]. (3) Given the product [CH3:26][O:25][C:24](=[O:27])[CH2:2][C:1]([C:4]1[CH:5]=[CH:6][C:7]2[O:13][CH2:12][CH2:11][N:10]([C:14]([O:16][C:17]([CH3:20])([CH3:19])[CH3:18])=[O:15])[CH2:9][C:8]=2[CH:21]=1)=[O:3], predict the reactants needed to synthesize it. The reactants are: [C:1]([C:4]1[CH:5]=[CH:6][C:7]2[O:13][CH2:12][CH2:11][N:10]([C:14]([O:16][C:17]([CH3:20])([CH3:19])[CH3:18])=[O:15])[CH2:9][C:8]=2[CH:21]=1)(=[O:3])[CH3:2].[H-].[Na+].[C:24](=O)([O:27]C)[O:25][CH3:26]. (4) The reactants are: [CH3:1][C:2]1[CH:3]=[C:4]([NH:17][C:18]2[N:23]=[C:22]([C:24]([F:27])([F:26])[F:25])[CH:21]=[CH:20][N:19]=2)[CH:5]=[C:6](B2OC(C)(C)C(C)(C)O2)[CH:7]=1.C(=O)([O-])[O-].[Na+].[Na+].Br[C:35]1[CH:36]=[CH:37][C:38]([C:41]([CH:52]2[CH2:54][CH2:53]2)([CH:49]2[CH2:51][CH2:50]2)[NH:42][S@@:43]([C:45]([CH3:48])([CH3:47])[CH3:46])=[O:44])=[N:39][CH:40]=1. Given the product [CH:49]1([C:41]([CH:52]2[CH2:54][CH2:53]2)([C:38]2[CH:37]=[CH:36][C:35]([C:6]3[CH:5]=[C:4]([NH:17][C:18]4[N:23]=[C:22]([C:24]([F:25])([F:26])[F:27])[CH:21]=[CH:20][N:19]=4)[CH:3]=[C:2]([CH3:1])[CH:7]=3)=[CH:40][N:39]=2)[NH:42][S@@:43]([C:45]([CH3:47])([CH3:48])[CH3:46])=[O:44])[CH2:51][CH2:50]1, predict the reactants needed to synthesize it. (5) Given the product [CH2:4]([CH:9]1[CH2:13][CH2:12][C:11](=[C:15]2[CH2:19][CH2:18][CH2:17][CH2:16]2)[C:10]1=[O:14])[CH2:5][CH2:6][CH2:7][CH3:8], predict the reactants needed to synthesize it. The reactants are: C[O-].[Na+].[CH2:4]([CH:9]1[CH2:13][CH2:12][CH2:11][C:10]1=[O:14])[CH2:5][CH2:6][CH2:7][CH3:8].[C:15]1(=O)[CH2:19][CH2:18][CH2:17][CH2:16]1.Cl. (6) Given the product [CH3:28][S:29]([O:1][CH2:2][C:3]1[CH:20]=[CH:19][C:6]2[CH2:7][CH2:8][N:9]([C:12]([O:14][C:15]([CH3:16])([CH3:17])[CH3:18])=[O:13])[CH2:10][CH2:11][C:5]=2[CH:4]=1)(=[O:31])=[O:30], predict the reactants needed to synthesize it. The reactants are: [OH:1][CH2:2][C:3]1[CH:20]=[CH:19][C:6]2[CH2:7][CH2:8][N:9]([C:12]([O:14][C:15]([CH3:18])([CH3:17])[CH3:16])=[O:13])[CH2:10][CH2:11][C:5]=2[CH:4]=1.C(N(CC)CC)C.[CH3:28][S:29](Cl)(=[O:31])=[O:30].